Dataset: Full USPTO retrosynthesis dataset with 1.9M reactions from patents (1976-2016). Task: Predict the reactants needed to synthesize the given product. (1) Given the product [CH:18]([C:19]1[CH:24]=[C:23]([OH:46])[CH:22]=[C:21]([CH3:8])[C:20]=1[C:26]12[CH2:35][CH:30]3[CH2:31][CH:32]([CH2:34][C:28]([C:36]4[C:37]([CH3:43])=[CH:38][C:39]([OH:42])=[CH:40][C:41]=4[CH:3]=[O:4])([CH2:29]3)[CH2:27]1)[CH2:33]2)=[O:44], predict the reactants needed to synthesize it. The reactants are: FC(F)(F)[C:3](O)=[O:4].[CH2:8]1N2CN3CN(C2)CN1C3.[CH3:18][C:19]1[CH:24]=[C:23](O)[CH:22]=[CH:21][C:20]=1[C:26]12[CH2:35][CH:30]3[CH2:31][CH:32]([CH2:34][C:28]([C:36]4[CH:41]=[CH:40][C:39]([OH:42])=[CH:38][C:37]=4[CH3:43])([CH2:29]3)[CH2:27]1)[CH2:33]2.[OH-:44].[Na+].[OH2:46]. (2) Given the product [Cl:1][C:2]1[CH:3]=[CH:4][C:5]([S:8](/[CH:11]=[CH:12]/[C:20]2[CH:23]=[CH:24][C:17]([O:16][CH3:15])=[CH:18][CH:19]=2)(=[O:9])=[O:10])=[CH:6][CH:7]=1, predict the reactants needed to synthesize it. The reactants are: [Cl:1][C:2]1[CH:7]=[CH:6][C:5]([S:8]([CH2:11][C:12](O)=O)(=[O:10])=[O:9])=[CH:4][CH:3]=1.[CH3:15][O:16][C:17]1[CH:24]=[CH:23][C:20](C=O)=[CH:19][CH:18]=1. (3) Given the product [CH3:24][C:22]1([CH3:25])[O:23][C@H:19]2[C@@H:18]([C:26]3[O:27][N:33]=[C:34]([CH3:39])[N:49]=3)[O:17][C@@H:16]([N:11]3[CH:10]=[N:9][C:8]4[C:12]3=[N:13][CH:14]=[N:15][C:7]=4[NH:6][CH:1]3[CH2:5][CH2:4][CH2:3][CH2:2]3)[C@@H:20]2[O:21]1, predict the reactants needed to synthesize it. The reactants are: [CH:1]1([NH:6][C:7]2[N:15]=[CH:14][N:13]=[C:12]3[C:8]=2[N:9]=[CH:10][N:11]3[C@H:16]2[C@@H:20]3[O:21][C:22]([CH3:25])([CH3:24])[O:23][C@@H:19]3[C@@H:18]([C:26](O)=[O:27])[O:17]2)[CH2:5][CH2:4][CH2:3][CH2:2]1.C(OC1C=C[C:39]2[C:34](=CC=CC=2)[N:33]1C(OCC)=O)C.C(=[N:49]O)C. (4) Given the product [NH2:22][CH2:21][CH2:20][CH2:19][N:18]([CH2:17][C:14]1[CH:13]=[CH:12][C:11]([CH2:10][N:5]([CH2:4][CH2:3][CH2:1][NH2:2])[CH2:6][CH2:7][CH2:8][NH2:9])=[CH:16][CH:15]=1)[CH2:23][CH2:24][CH2:25][NH2:26], predict the reactants needed to synthesize it. The reactants are: [C:1]([CH2:3][CH2:4][N:5]([CH2:10][C:11]1[CH:16]=[CH:15][C:14]([CH2:17][N:18]([CH2:23][CH2:24][C:25]#[N:26])[CH2:19][CH2:20][C:21]#[N:22])=[CH:13][CH:12]=1)[CH2:6][CH2:7][C:8]#[N:9])#[N:2].[H][H]. (5) The reactants are: [F:1][C:2]([F:13])([F:12])[C:3]1[CH:8]=[CH:7][CH:6]=[CH:5][C:4]=1[C:9](=[O:11])[CH3:10].C[Si](C)(C)[N-][Si](C)(C)C.[Li+].[F:24][C:25]([F:32])([F:31])[C:26](OCC)=[O:27]. Given the product [F:24][C:25]([F:32])([F:31])[C:26](=[O:27])[CH2:10][C:9]([C:4]1[CH:5]=[CH:6][CH:7]=[CH:8][C:3]=1[C:2]([F:12])([F:13])[F:1])=[O:11], predict the reactants needed to synthesize it.